Dataset: NCI-60 drug combinations with 297,098 pairs across 59 cell lines. Task: Regression. Given two drug SMILES strings and cell line genomic features, predict the synergy score measuring deviation from expected non-interaction effect. Drug 1: C1=C(C(=O)NC(=O)N1)N(CCCl)CCCl. Drug 2: CC1=C(C(=O)C2=C(C1=O)N3CC4C(C3(C2COC(=O)N)OC)N4)N. Cell line: UACC-257. Synergy scores: CSS=7.61, Synergy_ZIP=-5.60, Synergy_Bliss=-4.96, Synergy_Loewe=-9.23, Synergy_HSA=-4.07.